From a dataset of Forward reaction prediction with 1.9M reactions from USPTO patents (1976-2016). Predict the product of the given reaction. (1) Given the reactants [CH3:1][S:2][CH2:3][O:4][C:5]1[CH:6]=[C:7]([CH:10]=[CH:11][CH:12]=1)[CH:8]=O.[CH3:13][NH2:14], predict the reaction product. The product is: [CH3:13][N:14]=[CH:8][C:7]1[CH:10]=[CH:11][CH:12]=[C:5]([O:4][CH2:3][S:2][CH3:1])[CH:6]=1. (2) Given the reactants [BH4-].[Na+].[Cl:3][C:4]1[C:5]([CH:33]=[O:34])=[C:6]([C:29]([F:32])([F:31])[F:30])[CH:7]=[C:8]2[C:13]=1[NH:12][C:11](=[O:14])[N:10]([CH2:15][C:16]1[CH:21]=[C:20]([Cl:22])[CH:19]=[CH:18][C:17]=1[S:23]([CH2:26][CH3:27])(=[O:25])=[O:24])[C:9]2=[O:28].O, predict the reaction product. The product is: [Cl:3][C:4]1[C:5]([CH2:33][OH:34])=[C:6]([C:29]([F:30])([F:32])[F:31])[CH:7]=[C:8]2[C:13]=1[NH:12][C:11](=[O:14])[N:10]([CH2:15][C:16]1[CH:21]=[C:20]([Cl:22])[CH:19]=[CH:18][C:17]=1[S:23]([CH2:26][CH3:27])(=[O:24])=[O:25])[C:9]2=[O:28].